This data is from Full USPTO retrosynthesis dataset with 1.9M reactions from patents (1976-2016). The task is: Predict the reactants needed to synthesize the given product. (1) Given the product [Br:1][C:2]1[CH:10]=[CH:9][C:5]([CH2:6][OH:7])=[C:4]([Cl:11])[CH:3]=1, predict the reactants needed to synthesize it. The reactants are: [Br:1][C:2]1[CH:10]=[CH:9][C:5]([C:6](O)=[O:7])=[C:4]([Cl:11])[CH:3]=1. (2) Given the product [Cl:26][C:25]1[CH:24]=[CH:23][CH:22]=[C:21]([Cl:27])[C:20]=1[CH2:19][O:18][C:15]1[CH:14]=[CH:13][C:12]([CH:8]2[O:9][CH2:10][CH2:11][N:6]([CH2:5][C:4]([OH:28])=[O:3])[CH2:7]2)=[CH:17][CH:16]=1, predict the reactants needed to synthesize it. The reactants are: C([O:3][C:4](=[O:28])[CH2:5][N:6]1[CH2:11][CH2:10][O:9][CH:8]([C:12]2[CH:17]=[CH:16][C:15]([O:18][CH2:19][C:20]3[C:25]([Cl:26])=[CH:24][CH:23]=[CH:22][C:21]=3[Cl:27])=[CH:14][CH:13]=2)[CH2:7]1)C.[OH-].[Na+].Cl. (3) Given the product [ClH:1].[CH3:37][N:32]1[C:31]2[NH:30][C:29]3[CH:38]=[CH:39][CH:40]=[CH:41][C:28]=3[N:27]([C:25]([C:22]3[CH:23]=[CH:24][C:19]([O:18][CH2:17][CH2:16][CH2:15][CH:12]4[CH2:13][CH2:14][NH:9][CH2:10][CH2:11]4)=[C:20]([CH3:42])[CH:21]=3)=[O:26])[CH2:36][C:35]=2[CH:34]=[N:33]1, predict the reactants needed to synthesize it. The reactants are: [ClH:1].C(OC([N:9]1[CH2:14][CH2:13][CH:12]([CH2:15][CH2:16][CH2:17][O:18][C:19]2[CH:24]=[CH:23][C:22]([C:25]([N:27]3[CH2:36][C:35]4[CH:34]=[N:33][N:32]([CH3:37])[C:31]=4[NH:30][C:29]4[CH:38]=[CH:39][CH:40]=[CH:41][C:28]3=4)=[O:26])=[CH:21][C:20]=2[CH3:42])[CH2:11][CH2:10]1)=O)(C)(C)C.